From a dataset of Full USPTO retrosynthesis dataset with 1.9M reactions from patents (1976-2016). Predict the reactants needed to synthesize the given product. (1) Given the product [ClH:49].[C:1]([C:5]1[CH:10]=[CH:9][C:8]([NH:11][C:12]([NH:14][CH2:15][CH2:16][CH2:17][N:18]([CH2:20][C@@H:21]2[C@@H:25]([OH:26])[C@@H:24]([OH:27])[C@H:23]([N:28]3[C:32]4[N:33]=[CH:34][N:35]=[C:36]([NH:37][CH2:38][C:39]5[CH:44]=[CH:43][C:42]([O:45][CH3:46])=[CH:41][C:40]=5[O:47][CH3:48])[C:31]=4[CH:30]=[CH:29]3)[O:22]2)[CH3:19])=[O:13])=[CH:7][CH:6]=1)([CH3:4])([CH3:2])[CH3:3], predict the reactants needed to synthesize it. The reactants are: [C:1]([C:5]1[CH:10]=[CH:9][C:8]([NH:11][C:12]([NH:14][CH2:15][CH2:16][CH2:17][N:18]([CH2:20][C@@H:21]2[C@@H:25]([OH:26])[C@@H:24]([OH:27])[C@H:23]([N:28]3[C:32]4[N:33]=[CH:34][N:35]=[C:36]([NH:37][CH2:38][C:39]5[CH:44]=[CH:43][C:42]([O:45][CH3:46])=[CH:41][C:40]=5[O:47][CH3:48])[C:31]=4[CH:30]=[CH:29]3)[O:22]2)[CH3:19])=[O:13])=[CH:7][CH:6]=1)([CH3:4])([CH3:3])[CH3:2].[ClH:49].O. (2) Given the product [CH2:1]([O:3][C:4]([C:6]1[N:7]([S:17]([CH3:16])(=[O:19])=[O:18])[CH:8]=[C:9]([N+:11]([O-:13])=[O:12])[CH:10]=1)=[O:5])[CH3:2], predict the reactants needed to synthesize it. The reactants are: [CH2:1]([O:3][C:4]([C:6]1[NH:7][CH:8]=[C:9]([N+:11]([O-:13])=[O:12])[CH:10]=1)=[O:5])[CH3:2].[H-].[Na+].[CH3:16][S:17](Cl)(=[O:19])=[O:18].Cl. (3) Given the product [F:28][C:29]([F:31])([F:30])[S:6][CH2:9][CH2:10][CH2:11][CH2:12][CH2:13][O:14][C:15]1[CH:20]=[CH:19][C:18]([CH3:21])=[C:17]([S:22][CH2:23][C:24]([F:27])([F:25])[F:26])[CH:16]=1, predict the reactants needed to synthesize it. The reactants are: O1CCCC1.[S:6]([CH2:9][CH2:10][CH2:11][CH2:12][CH2:13][O:14][C:15]1[CH:20]=[CH:19][C:18]([CH3:21])=[C:17]([S:22][CH2:23][C:24]([F:27])([F:26])[F:25])[CH:16]=1)C#N.[F:28][C:29]([Si](C)(C)C)([F:31])[F:30].C([N+](CCCC)(CCCC)CCCC)CCC. (4) Given the product [CH2:1]([O:3][C:4](=[O:17])[C:5]([CH3:7])([O:8][C:9]1[CH:14]=[CH:13][CH:12]=[C:11]([CH2:15][NH:16][C:26](=[O:27])[CH2:25][C:24]2[C:19]([CH3:18])=[N:20][C:21]([C:29]3[CH:34]=[CH:33][C:32]([C:35]([F:36])([F:38])[F:37])=[CH:31][CH:30]=3)=[CH:22][CH:23]=2)[CH:10]=1)[CH3:6])[CH3:2], predict the reactants needed to synthesize it. The reactants are: [CH2:1]([O:3][C:4](=[O:17])[C:5]([O:8][C:9]1[CH:14]=[CH:13][CH:12]=[C:11]([CH2:15][NH2:16])[CH:10]=1)([CH3:7])[CH3:6])[CH3:2].[CH3:18][C:19]1[C:24]([CH2:25][C:26](O)=[O:27])=[CH:23][CH:22]=[C:21]([C:29]2[CH:34]=[CH:33][C:32]([C:35]([F:38])([F:37])[F:36])=[CH:31][CH:30]=2)[N:20]=1. (5) Given the product [F:8][C:7]1[C:6]([NH:9][C:10]2[CH:15]=[CH:14][C:13]([I:16])=[CH:12][C:11]=2[F:17])=[C:5]([NH:18][S:25]([C:23]2[N:22]=[C:21]([CH3:29])[N:20]([CH3:19])[CH:24]=2)(=[O:27])=[O:26])[CH:4]=[CH:3][C:2]=1[F:1], predict the reactants needed to synthesize it. The reactants are: [F:1][C:2]1[C:7]([F:8])=[C:6]([NH:9][C:10]2[CH:15]=[CH:14][C:13]([I:16])=[CH:12][C:11]=2[F:17])[C:5]([NH2:18])=[CH:4][CH:3]=1.[CH3:19][N:20]1[CH:24]=[C:23]([S:25](Cl)(=[O:27])=[O:26])[N:22]=[C:21]1[CH3:29]. (6) The reactants are: O=[C:2]1[NH:8][C:7]2[CH:9]=[CH:10][CH:11]=[CH:12][C:6]=2[NH:5][C:4](=[O:13])[CH2:3]1.[CH2:14](I)[C:15]([CH3:18])([CH3:17])[CH3:16].[C:20]([O-:23])([O-])=O.[Cs+].[Cs+].O. Given the product [O:13]=[C:4]1[N:5]([CH2:14][C:15]([CH3:18])([CH3:17])[CH3:16])[C:6]2[CH:12]=[CH:11][CH:10]=[CH:9][C:7]=2[N:8]([CH2:2][C:15]([CH3:17])([CH3:16])[CH3:14])[C:20](=[O:23])[CH2:3]1, predict the reactants needed to synthesize it. (7) Given the product [Cl:44][C:42]1[CH:43]=[C:38]([C@:33]23[CH2:35][CH2:36][CH2:37][C@H:32]2[CH2:31][S:30][C:29]([NH2:24])=[N:34]3)[CH:39]=[C:40]([C:7]2[C:2]([F:1])=[N:3][CH:4]=[CH:5][CH:6]=2)[CH:41]=1, predict the reactants needed to synthesize it. The reactants are: [F:1][C:2]1[C:7](B(O)O)=[CH:6][CH:5]=[CH:4][N:3]=1.C(=O)([O-])[O-].[Na+].[Na+].C(OC([N:24]([C:29]1[S:30][CH2:31][C@@H:32]2[CH2:37][CH2:36][CH2:35][C@:33]2([C:38]2[CH:43]=[C:42]([Cl:44])[CH:41]=[C:40](Br)[CH:39]=2)[N:34]=1)C(OC)=O)=O)(C)(C)C. (8) Given the product [NH2:8][C:9]1[N:10]([CH3:31])[C:11](=[O:30])[C:12]([C:21]2[CH:22]=[C:23]([CH:28]=[O:29])[N:24]([CH2:26][CH3:27])[CH:25]=2)([C:14]2[CH:19]=[CH:18][CH:17]=[C:16]([C:38]3[C:33]([F:32])=[N:34][CH:35]=[CH:36][CH:37]=3)[CH:15]=2)[N:13]=1, predict the reactants needed to synthesize it. The reactants are: C1(C)C=CC=CC=1.[NH2:8][C:9]1[N:10]([CH3:31])[C:11](=[O:30])[C:12]([C:21]2[CH:22]=[C:23]([CH:28]=[O:29])[N:24]([CH2:26][CH3:27])[CH:25]=2)([C:14]2[CH:19]=[CH:18][CH:17]=[C:16](Br)[CH:15]=2)[N:13]=1.[F:32][C:33]1[C:38](B(O)O)=[CH:37][CH:36]=[CH:35][N:34]=1.C(=O)([O-])[O-].[Na+].[Na+]. (9) Given the product [CH:1]1([C:4]([N:40]2[CH2:41][CH2:42][N:37]([C:33]3[CH:34]=[CH:35][CH:36]=[C:31]([C:23]4[N:22]([CH3:21])[C:26]5[CH:27]=[CH:28][CH:29]=[CH:30][C:25]=5[N:24]=4)[CH:32]=3)[CH2:38][CH2:39]2)=[O:6])[CH2:3][CH2:2]1, predict the reactants needed to synthesize it. The reactants are: [CH:1]1([C:4]([OH:6])=O)[CH2:3][CH2:2]1.C1N=CN(C(N2C=NC=C2)=O)C=1.Cl.Cl.[CH3:21][N:22]1[C:26]2[CH:27]=[CH:28][CH:29]=[CH:30][C:25]=2[N:24]=[C:23]1[C:31]1[CH:36]=[CH:35][CH:34]=[C:33]([N:37]2[CH2:42][CH2:41][NH:40][CH2:39][CH2:38]2)[CH:32]=1.